Dataset: Reaction yield outcomes from USPTO patents with 853,638 reactions. Task: Predict the reaction yield, written as a fraction of the theoretical maximum amount of product (1.0 means a 100% yield; for example, 0.34 means a 34% yield). The reactants are [NH:1]1[C:9]2[C:4](=[CH:5][CH:6]=[CH:7][CH:8]=2)[C:3](/[CH:10]=[CH:11]/[C:12]2[CH:17]=[CH:16][CH:15]=[CH:14][C:13]=2[N:18]2[CH:22]=[CH:21][C:20]([CH:23]=[O:24])=[CH:19]2)=[N:2]1.[BH4-].[Na+].O. The product is [NH:1]1[C:9]2[C:4](=[CH:5][CH:6]=[CH:7][CH:8]=2)[C:3](/[CH:10]=[CH:11]/[C:12]2[CH:17]=[CH:16][CH:15]=[CH:14][C:13]=2[N:18]2[CH:22]=[CH:21][C:20]([CH2:23][OH:24])=[CH:19]2)=[N:2]1. The yield is 0.450. The catalyst is CO.